Dataset: Forward reaction prediction with 1.9M reactions from USPTO patents (1976-2016). Task: Predict the product of the given reaction. (1) Given the reactants C([O:3][C:4](=[O:36])[CH:5]([O:34][CH3:35])[CH2:6][C:7]1[CH:12]=[CH:11][C:10]([O:13][CH2:14][CH2:15][CH:16]2[CH2:20][N:19]([CH2:21][C:22]3[CH:27]=[CH:26][C:25]([C:28]([F:31])([F:30])[F:29])=[CH:24][CH:23]=3)[C:18](=[O:32])[N:17]2[CH3:33])=[CH:9][CH:8]=1)C.[OH-].[Na+], predict the reaction product. The product is: [CH3:35][O:34][CH:5]([CH2:6][C:7]1[CH:8]=[CH:9][C:10]([O:13][CH2:14][CH2:15][CH:16]2[CH2:20][N:19]([CH2:21][C:22]3[CH:23]=[CH:24][C:25]([C:28]([F:31])([F:30])[F:29])=[CH:26][CH:27]=3)[C:18](=[O:32])[N:17]2[CH3:33])=[CH:11][CH:12]=1)[C:4]([OH:36])=[O:3]. (2) Given the reactants [Cl:1][C:2]1[CH:3]=[C:4]2[C:8](=[C:9]([C:11]([OH:13])=O)[CH:10]=1)[NH:7][CH:6]=[CH:5]2.CN(C(ON1N=NC2C=CC=CC1=2)=[N+](C)C)C.[B-](F)(F)(F)F.C(N(CC)C(C)C)(C)C.[C:45]([C:49]1[CH:66]=[CH:65][C:52]([CH2:53][NH:54][CH2:55][CH:56]([C:58]2[CH:63]=[CH:62][C:61]([Cl:64])=[CH:60][CH:59]=2)[OH:57])=[CH:51][CH:50]=1)([CH3:48])([CH3:47])[CH3:46], predict the reaction product. The product is: [C:45]([C:49]1[CH:66]=[CH:65][C:52]([CH2:53][N:54]([CH2:55][CH:56]([C:58]2[CH:59]=[CH:60][C:61]([Cl:64])=[CH:62][CH:63]=2)[OH:57])[C:11]([C:9]2[CH:10]=[C:2]([Cl:1])[CH:3]=[C:4]3[C:8]=2[NH:7][CH:6]=[CH:5]3)=[O:13])=[CH:51][CH:50]=1)([CH3:48])([CH3:46])[CH3:47].